From a dataset of Reaction yield outcomes from USPTO patents with 853,638 reactions. Predict the reaction yield, written as a fraction of the theoretical maximum amount of product (1.0 means a 100% yield; for example, 0.34 means a 34% yield). (1) The reactants are [CH2:1]([O:8][C:9]1[CH:14]=[CH:13][C:12]([NH:15][C:16]2[C:25]3[C:20](=[CH:21][CH:22]=[C:23]([C:26]4OC(C=O)=[CH:28][CH:27]=4)[CH:24]=3)[N:19]=[CH:18][N:17]=2)=[CH:11][C:10]=1[C:33]([F:36])([F:35])[F:34])[C:2]1[CH:7]=[CH:6][CH:5]=[CH:4][CH:3]=1.[CH3:37][S:38]([CH2:41][CH2:42][NH2:43])(=[O:40])=[O:39].[C:44]([OH:47])(=O)[CH3:45].C([BH3-])#N.[Na+]. The catalyst is ClCCl.C(OCC)(=O)C. The product is [F:36][C:33]([F:34])([F:35])[C:10]1[CH:11]=[C:12]([NH:15][C:16]2[C:25]3[C:20](=[CH:21][CH:22]=[C:23]([C:26]4[CH:27]=[CH:28][O:47][C:44]=4[CH2:45][NH:43][CH2:42][CH2:41][S:38]([CH3:37])(=[O:40])=[O:39])[CH:24]=3)[N:19]=[CH:18][N:17]=2)[CH:13]=[CH:14][C:9]=1[O:8][CH2:1][C:2]1[CH:3]=[CH:4][CH:5]=[CH:6][CH:7]=1. The yield is 0.430. (2) The catalyst is C1COCC1. The yield is 0.340. The reactants are Cl[S:2]([N:5]=[C:6]=[O:7])(=[O:4])=[O:3].[C:8]([OH:12])([CH3:11])([CH3:10])[CH3:9].Cl.[NH2:14][C:15]1[C:16]([O:39][CH2:40][CH3:41])=[CH:17][CH:18]=[C:19]2[C:24]=1[CH:23]=[N:22][CH:21]=[C:20]2[C:25]([C:27]1[CH:32]=[C:31]([O:33][CH3:34])[C:30]([O:35][CH3:36])=[C:29]([O:37][CH3:38])[CH:28]=1)=[O:26].CCN(CC)CC. The product is [CH2:40]([O:39][C:16]1[C:15]([NH:14][S:2]([NH:5][C:6](=[O:7])[O:12][C:8]([CH3:11])([CH3:10])[CH3:9])(=[O:4])=[O:3])=[C:24]2[C:19]([C:20]([C:25](=[O:26])[C:27]3[CH:32]=[C:31]([O:33][CH3:34])[C:30]([O:35][CH3:36])=[C:29]([O:37][CH3:38])[CH:28]=3)=[CH:21][N:22]=[CH:23]2)=[CH:18][CH:17]=1)[CH3:41]. (3) The reactants are [CH2:1]([OH:9])[CH2:2][CH2:3][CH2:4][CH2:5][CH2:6][CH2:7][OH:8].[H-].[Na+].Br[CH2:13][CH2:14][CH2:15][CH2:16][CH2:17][CH2:18][CH3:19]. The catalyst is CN(C=O)C. The product is [CH2:13]([O:8][CH2:7][CH2:6][CH2:5][CH2:4][CH2:3][CH2:2][CH2:1][OH:9])[CH2:14][CH2:15][CH2:16][CH2:17][CH2:18][CH3:19]. The yield is 0.770. (4) The yield is 0.560. The reactants are [NH:1]1[CH:5]=[CH:4][CH:3]=[N:2]1.Cl[C:7]1[CH:16]=[C:15]([Cl:17])[C:14]2[C:9](=[CH:10][C:11]([O:18][CH3:19])=[CH:12][CH:13]=2)[N:8]=1. The product is [Cl:17][C:15]1[C:14]2[C:9](=[CH:10][C:11]([O:18][CH3:19])=[CH:12][CH:13]=2)[N:8]=[C:7]([N:1]2[CH:5]=[CH:4][CH:3]=[N:2]2)[CH:16]=1. No catalyst specified. (5) The reactants are BrC1C=C(S(NC2C(O)=CC(Cl)=CN=2)(=O)=O)C=NC=1.[Br:20][C:21]1[CH:22]=[C:23]([O:41]C)[C:24]([NH:27][S:28]([C:31]2[CH:32]=[N:33][C:34]([C:37]([F:40])([F:39])[F:38])=[CH:35][CH:36]=2)(=[O:30])=[O:29])=[N:25][CH:26]=1.BrC1C=C(S(NC2C(OC)=CC(Cl)=CN=2)(=O)=O)C=NC=1. No catalyst specified. The product is [Br:20][C:21]1[CH:22]=[C:23]([OH:41])[C:24]([NH:27][S:28]([C:31]2[CH:32]=[N:33][C:34]([C:37]([F:39])([F:40])[F:38])=[CH:35][CH:36]=2)(=[O:29])=[O:30])=[N:25][CH:26]=1. The yield is 0.160.